Predict which catalyst facilitates the given reaction. From a dataset of Catalyst prediction with 721,799 reactions and 888 catalyst types from USPTO. (1) Reactant: [CH3:1][C:2]1[CH:11]=[C:10]([CH:12]([N:14]2[CH2:19][CH2:18][CH2:17][CH2:16][CH2:15]2)[CH3:13])[CH:9]=[CH:8][C:3]=1[C:4]([O:6]C)=[O:5].O1CCCC1.CO.[OH-].[Li+]. Product: [CH3:1][C:2]1[CH:11]=[C:10]([CH:12]([N:14]2[CH2:19][CH2:18][CH2:17][CH2:16][CH2:15]2)[CH3:13])[CH:9]=[CH:8][C:3]=1[C:4]([OH:6])=[O:5]. The catalyst class is: 6. (2) Product: [O:1]1[CH:5]=[C:4]([C:6]2[CH:7]=[CH:8][C:9]([C:10]([OH:12])=[O:11])=[CH:15][CH:16]=2)[N:3]=[CH:2]1. The catalyst class is: 40. Reactant: [O:1]1[CH:5]=[C:4]([C:6]2[CH:16]=[CH:15][C:9]([C:10]([O:12]CC)=[O:11])=[CH:8][CH:7]=2)[N:3]=[CH:2]1.[OH-].[Na+]. (3) Reactant: [Cl:1][C:2]1[C:3]([C:18]2[C:23]([Cl:24])=[CH:22][N:21]=[C:20](F)[CH:19]=2)=[N:4][C:5]([NH:8][CH2:9][CH:10]2[CH2:15][CH2:14][O:13][C:12]([CH3:17])([CH3:16])[CH2:11]2)=[CH:6][CH:7]=1.[OH-].[NH4+:27]. Product: [Cl:1][C:2]1[C:3]([C:18]2[C:23]([Cl:24])=[CH:22][N:21]=[C:20]([NH2:27])[CH:19]=2)=[N:4][C:5]([NH:8][CH2:9][CH:10]2[CH2:15][CH2:14][O:13][C:12]([CH3:17])([CH3:16])[CH2:11]2)=[CH:6][CH:7]=1. The catalyst class is: 197.